Dataset: Reaction yield outcomes from USPTO patents with 853,638 reactions. Task: Predict the reaction yield, written as a fraction of the theoretical maximum amount of product (1.0 means a 100% yield; for example, 0.34 means a 34% yield). The reactants are [F:1][C@@H:2]1[CH2:6][N:5]([CH2:7][CH2:8][C:9]2[C:18]3[C:13](=[CH:14][CH:15]=[C:16]([O:19][CH3:20])[N:17]=3)[N:12]=[CH:11][C:10]=2[F:21])[CH2:4][C@H:3]1[CH2:22][NH2:23].[O:24]=[C:25]1[NH:30][C:29]2[N:31]=[C:32]([CH:35]=O)[CH:33]=[CH:34][C:28]=2[S:27][CH2:26]1.[BH-](OC(C)=O)(OC(C)=O)OC(C)=O.[Na+]. The catalyst is C(Cl)Cl.CCO. The product is [F:1][C@@H:2]1[CH2:6][N:5]([CH2:7][CH2:8][C:9]2[C:18]3[C:13](=[CH:14][CH:15]=[C:16]([O:19][CH3:20])[N:17]=3)[N:12]=[CH:11][C:10]=2[F:21])[CH2:4][C@H:3]1[CH2:22][NH:23][CH2:35][C:32]1[CH:33]=[CH:34][C:28]2[S:27][CH2:26][C:25](=[O:24])[NH:30][C:29]=2[N:31]=1. The yield is 0.600.